This data is from Reaction yield outcomes from USPTO patents with 853,638 reactions. The task is: Predict the reaction yield, written as a fraction of the theoretical maximum amount of product (1.0 means a 100% yield; for example, 0.34 means a 34% yield). (1) The reactants are [CH:1]1([C:4]2[CH:13]=[C:12]3[C:7]([CH:8]=[CH:9][CH:10]=[N:11]3)=[CH:6][CH:5]=2)[CH2:3][CH2:2]1.C1C(=O)N([Br:21])C(=O)C1. The catalyst is CN(C=O)C. The product is [Br:21][C:13]1[C:4]([CH:1]2[CH2:3][CH2:2]2)=[CH:5][CH:6]=[C:7]2[C:12]=1[N:11]=[CH:10][CH:9]=[CH:8]2. The yield is 0.350. (2) The reactants are Cl.C[O:3][C:4]1[CH:5]=[C:6]2[C:11](=[CH:12][CH:13]=1)[CH:10]=[C:9]([C:14](=[O:16])[CH3:15])[CH:8]=[CH:7]2. The catalyst is ClCCl. The product is [OH:3][C:4]1[CH:5]=[C:6]2[C:11](=[CH:12][CH:13]=1)[CH:10]=[C:9]([C:14](=[O:16])[CH3:15])[CH:8]=[CH:7]2. The yield is 0.890. (3) The reactants are [Br:1][C:2]1[CH:10]=[C:9]2[C:5]([CH2:6][CH2:7][NH:8]2)=[CH:4][CH:3]=1.CCN(C(C)C)C(C)C.Cl[CH2:21][CH2:22][S:23](Cl)(=[O:25])=[O:24]. The catalyst is C(Cl)Cl. The product is [Br:1][C:2]1[CH:10]=[C:9]2[C:5]([CH2:6][CH2:7][N:8]2[S:23]([CH:22]=[CH2:21])(=[O:25])=[O:24])=[CH:4][CH:3]=1. The yield is 0.700. (4) The reactants are [NH2:1][C:2]1[C:3]([F:23])=[CH:4][C:5]([Cl:22])=[C:6]([C:8]2[C:9](=[O:21])[N:10]([CH2:19][CH3:20])[C:11]3[C:16]([CH:17]=2)=[CH:15][N:14]=[C:13](Cl)[CH:12]=3)[CH:7]=1.[CH3:24][N:25]1[CH2:30][CH2:29][CH:28]([NH2:31])[CH2:27][CH2:26]1.C1CCN2C(=NCCC2)CC1. The catalyst is CN1C(=O)CCC1. The product is [NH2:1][C:2]1[C:3]([F:23])=[CH:4][C:5]([Cl:22])=[C:6]([C:8]2[C:9](=[O:21])[N:10]([CH2:19][CH3:20])[C:11]3[C:16]([CH:17]=2)=[CH:15][N:14]=[C:13]([NH:31][CH:28]2[CH2:29][CH2:30][N:25]([CH3:24])[CH2:26][CH2:27]2)[CH:12]=3)[CH:7]=1. The yield is 0.195. (5) The reactants are C[O:2][C:3]([C:5]1[S:6][C:7]([C:33]#[C:34][C:35]([CH3:38])([CH3:37])[CH3:36])=[CH:8][C:9]=1[N:10]([C:24]([CH:26]1[CH2:31][CH2:30][CH:29]([CH3:32])[CH2:28][CH2:27]1)=[O:25])[C:11]1[CH:16]=[CH:15][C:14]([O:17][C:18]2[CH:23]=[CH:22][CH:21]=[CH:20][N:19]=2)=[CH:13][CH:12]=1)=[O:4].C1COCC1.CO.O.[OH-].[Li+]. The catalyst is O. The product is [CH3:36][C:35]([CH3:37])([CH3:38])[C:34]#[C:33][C:7]1[S:6][C:5]([C:3]([OH:4])=[O:2])=[C:9]([N:10]([C:24]([CH:26]2[CH2:27][CH2:28][CH:29]([CH3:32])[CH2:30][CH2:31]2)=[O:25])[C:11]2[CH:12]=[CH:13][C:14]([O:17][C:18]3[CH:23]=[CH:22][CH:21]=[CH:20][N:19]=3)=[CH:15][CH:16]=2)[CH:8]=1. The yield is 0.700. (6) The reactants are Br[C:2]1[C:3]([NH2:9])=[N:4][CH:5]=[C:6]([Br:8])[CH:7]=1.[C:10]([S-:15])(=S)OCC.[K+].S(Cl)([Cl:20])(=O)=O.O. The catalyst is CN(C=O)C.Cl. The product is [ClH:20].[Br:8][C:6]1[CH:7]=[C:2]2[S:15][C:10]([Cl:20])=[N:9][C:3]2=[N:4][CH:5]=1. The yield is 0.990.